From a dataset of Retrosynthesis with 50K atom-mapped reactions and 10 reaction types from USPTO. Predict the reactants needed to synthesize the given product. (1) Given the product COc1c(C(=O)CC(C)C)ccc2c1C(=O)OCc1cc(C)cc(O)c1O2, predict the reactants needed to synthesize it. The reactants are: COc1c([C@@H](O)CC(C)C)ccc2c1C(=O)OCc1cc(C)cc(O)c1O2. (2) Given the product CC1(C)CC(=C(c2ccc(O)cc2)c2ccc(-c3ccoc3)cc2)CC(C)(C)C1, predict the reactants needed to synthesize it. The reactants are: CC1(C)CC(=C(c2ccc(O)cc2)c2ccc(Br)cc2)CC(C)(C)C1.OB(O)c1ccoc1.